Task: Predict the reactants needed to synthesize the given product.. Dataset: Full USPTO retrosynthesis dataset with 1.9M reactions from patents (1976-2016) (1) Given the product [Cl:58][C:56]1[CH:57]=[C:52]2[C:51]([CH3:69])([CH3:68])/[C:50](=[CH:49]\[CH:48]=[C:14](/[C:10]3[CH:11]=[CH:12][CH:13]=[C:8]([O:73][CH2:74][CH2:75][CH2:76][CH2:77][OH:78])[CH:9]=3)\[CH:15]=[CH:16]\[C:17]3[C:25]([CH3:26])([CH3:27])[C:24]4[C:23]5[CH:28]=[C:29]([S:36]([O-:39])(=[O:37])=[O:38])[CH:30]=[C:31]([S:32]([O-:35])(=[O:33])=[O:34])[C:22]=5[CH:21]=[CH:20][C:19]=4[N+:18]=3[CH2:40][CH2:41][CH2:42][CH2:43][S:44]([O-:47])(=[O:45])=[O:46])/[N:67]=[C:53]2[N:54]([CH2:59][CH2:60][CH2:61][CH2:62][S:63]([O-:66])(=[O:65])=[O:64])[CH:55]=1.[Na+:70].[Na+:70].[Na+:70], predict the reactants needed to synthesize it. The reactants are: C(CCCC[C:8]1[CH:9]=[C:10](/[C:14](=[CH:48]\[CH:49]=[C:50]2/[C:51]([CH3:69])([CH3:68])[C:52]3[C:53](=[N:67]/2)[N:54]([CH2:59][CH2:60][CH2:61][CH2:62][S:63]([O-:66])(=[O:65])=[O:64])[CH:55]=[C:56]([Cl:58])[CH:57]=3)/[CH:15]=[CH:16]/[C:17]2[C:25]([CH3:27])([CH3:26])[C:24]3[C:23]4[CH:28]=[C:29]([S:36]([O-:39])(=[O:38])=[O:37])[CH:30]=[C:31]([S:32]([O-:35])(=[O:34])=[O:33])[C:22]=4[CH:21]=[CH:20][C:19]=3[N+:18]=2[CH2:40][CH2:41][CH2:42][CH2:43][S:44]([O-:47])(=[O:46])=[O:45])[CH:11]=[CH:12][CH:13]=1)(O)=O.[Na+:70].[Na+].[Na+].[OH:73][CH2:74][CH2:75][CH2:76][CH2:77][O:78]C1C=C(B(O)O)C=CC=1. (2) Given the product [ClH:23].[C:1]([S:5]([C:8]1[CH:9]=[C:10]2[C:15](=[CH:16][C:17]=1[O:18][CH2:19][CH:20]([F:22])[F:21])[N:14]=[CH:13][CH:12]=[C:11]2[NH:31][C:28]1[NH:27][N:26]=[C:25]([CH3:24])[C:29]=1[CH3:30])(=[O:7])=[O:6])([CH3:4])([CH3:3])[CH3:2], predict the reactants needed to synthesize it. The reactants are: [C:1]([S:5]([C:8]1[CH:9]=[C:10]2[C:15](=[CH:16][C:17]=1[O:18][CH2:19][CH:20]([F:22])[F:21])[N:14]=[CH:13][CH:12]=[C:11]2[Cl:23])(=[O:7])=[O:6])([CH3:4])([CH3:3])[CH3:2].[CH3:24][C:25]1[C:29]([CH3:30])=[C:28]([NH2:31])[NH:27][N:26]=1.CCO. (3) The reactants are: Cl.[F:2][C:3]1[CH:20]=[CH:19][C:6]([CH2:7][C:8]2[O:12][N:11]=[C:10]([C@H:13]3[CH2:18][CH2:17][CH2:16][NH:15][CH2:14]3)[N:9]=2)=[CH:5][CH:4]=1.[F:21][C:22]1[CH:30]=[CH:29][C:25]([C:26](Cl)=[O:27])=[CH:24][CH:23]=1. Given the product [F:2][C:3]1[CH:20]=[CH:19][C:6]([CH2:7][C:8]2[O:12][N:11]=[C:10]([C@H:13]3[CH2:18][CH2:17][CH2:16][N:15]([C:26]([C:25]4[CH:29]=[CH:30][C:22]([F:21])=[CH:23][CH:24]=4)=[O:27])[CH2:14]3)[N:9]=2)=[CH:5][CH:4]=1, predict the reactants needed to synthesize it. (4) Given the product [C:11]([O:15][C:16](=[O:29])[NH:17][CH:18]([C:22]1[CH:23]=[CH:24][C:25]([Cl:28])=[CH:26][CH:27]=1)[CH2:19][CH2:20][NH:21][C:2]1[N:10]=[CH:9][N:8]=[C:7]2[C:3]=1[N:4]=[CH:5][NH:6]2)([CH3:14])([CH3:12])[CH3:13], predict the reactants needed to synthesize it. The reactants are: Cl[C:2]1[N:10]=[CH:9][N:8]=[C:7]2[C:3]=1[NH:4][CH:5]=[N:6]2.[C:11]([O:15][C:16](=[O:29])[NH:17][CH:18]([C:22]1[CH:27]=[CH:26][C:25]([Cl:28])=[CH:24][CH:23]=1)[CH2:19][CH2:20][NH2:21])([CH3:14])([CH3:13])[CH3:12]. (5) Given the product [O:1]1[CH2:6][CH2:5][CH:4]([CH2:7][C:8]([Cl:19])=[O:10])[CH2:3][CH2:2]1, predict the reactants needed to synthesize it. The reactants are: [O:1]1[CH2:6][CH2:5][CH:4]([CH2:7][C:8]([OH:10])=O)[CH2:3][CH2:2]1.CN(C)C=O.C(Cl)(=O)C([Cl:19])=O. (6) Given the product [OH:22][C@H:19]1[CH2:20][CH2:21][C@H:16]([NH:15][C:6]2[C:7]3[C:12](=[CH:11][CH:10]=[CH:9][CH:8]=3)[C:3]([C:1]#[N:2])=[CH:4][CH:5]=2)[CH2:17][CH2:18]1, predict the reactants needed to synthesize it. The reactants are: [C:1]([C:3]1[C:12]2[C:7](=[CH:8][CH:9]=[CH:10][CH:11]=2)[C:6](F)=[CH:5][CH:4]=1)#[N:2].Cl.[NH2:15][C@H:16]1[CH2:21][CH2:20][C@H:19]([OH:22])[CH2:18][CH2:17]1.C(=O)([O-])[O-].[K+].[K+].